Dataset: Full USPTO retrosynthesis dataset with 1.9M reactions from patents (1976-2016). Task: Predict the reactants needed to synthesize the given product. (1) Given the product [CH:30]1([CH2:33][CH2:34][NH:35][C:36]([C:38]2[N:39]=[N:40][C:41]([N:12]3[CH2:11][CH2:10][N:9]([C:4]4[C:3]([C:2]([F:1])([F:15])[F:16])=[CH:8][CH:7]=[CH:6][N:5]=4)[CH2:14][CH2:13]3)=[CH:42][CH:43]=2)=[O:37])[CH2:32][CH2:31]1, predict the reactants needed to synthesize it. The reactants are: [F:1][C:2]([F:16])([F:15])[C:3]1[C:4]([N:9]2[CH2:14][CH2:13][NH:12][CH2:11][CH2:10]2)=[N:5][CH:6]=[CH:7][CH:8]=1.FC1C=CC(N2CCNCC2)=CC=1.[CH:30]1([CH2:33][CH2:34][NH:35][C:36]([C:38]2[N:39]=[N:40][C:41](Cl)=[CH:42][CH:43]=2)=[O:37])[CH2:32][CH2:31]1. (2) Given the product [C:35]([NH:22][S:19]([C:16]1[CH:15]=[CH:14][C:13]([N:12]2[C:8]([C:5]3[CH:4]=[CH:3][C:2]([Cl:1])=[CH:7][CH:6]=3)=[CH:9][C:10]([C:24](=[O:27])[CH2:25][CH3:26])=[C:11]2[CH3:23])=[CH:18][CH:17]=1)(=[O:20])=[O:21])(=[O:37])[CH3:36], predict the reactants needed to synthesize it. The reactants are: [Cl:1][C:2]1[CH:7]=[CH:6][C:5]([C:8]2[N:12]([C:13]3[CH:18]=[CH:17][C:16]([S:19]([NH2:22])(=[O:21])=[O:20])=[CH:15][CH:14]=3)[C:11]([CH3:23])=[C:10]([C:24](=[O:27])[CH2:25][CH3:26])[CH:9]=2)=[CH:4][CH:3]=1.C(N(CC)CC)C.[C:35](OC(=O)C)(=[O:37])[CH3:36]. (3) Given the product [ClH:32].[ClH:32].[NH2:4][C:7]1[N:8]=[C:9]([CH:12]([C:20]2[CH:25]=[CH:24][CH:23]=[CH:22][CH:21]=2)[C:13]([N:15]2[CH2:16][CH2:17][CH2:18][CH2:19]2)=[O:14])[NH:10][CH:11]=1, predict the reactants needed to synthesize it. The reactants are: C(O)C.[N+:4]([C:7]1[N:8]=[C:9]([CH:12]([C:20]2[CH:25]=[CH:24][CH:23]=[CH:22][CH:21]=2)[C:13]([N:15]2[CH2:19][CH2:18][CH2:17][CH2:16]2)=[O:14])[NH:10][CH:11]=1)([O-])=O.C(OCC)C.C(Cl)[Cl:32]. (4) Given the product [F:1][C:2]1[CH:3]=[CH:4][C:5]([C:8]2[N:12]=[C:11]([S:13]([CH3:14])=[O:30])[N:10]([CH3:15])[C:9]=2[C:16]2[CH:21]=[CH:20][N:19]=[C:18]([NH:22][CH:23]3[CH2:28][CH2:27][CH:26]([OH:29])[CH2:25][CH2:24]3)[CH:17]=2)=[CH:6][CH:7]=1, predict the reactants needed to synthesize it. The reactants are: [F:1][C:2]1[CH:7]=[CH:6][C:5]([C:8]2[N:12]=[C:11]([S:13][CH3:14])[N:10]([CH3:15])[C:9]=2[C:16]2[CH:21]=[CH:20][N:19]=[C:18]([NH:22][CH:23]3[CH2:28][CH2:27][CH:26]([OH:29])[CH2:25][CH2:24]3)[CH:17]=2)=[CH:4][CH:3]=1.[OH:30]O.N. (5) Given the product [CH:21]([NH:22][NH:42][C:8](=[O:10])[C:7]1[CH:11]=[C:3]([CH2:1][CH3:2])[C:4]([O:13][CH3:14])=[N:5][C:6]=1[CH3:12])=[O:20], predict the reactants needed to synthesize it. The reactants are: [CH2:1]([C:3]1[C:4]([O:13][CH3:14])=[N:5][C:6]([CH3:12])=[C:7]([CH:11]=1)[C:8]([OH:10])=O)[CH3:2].F[B-](F)(F)F.[O:20]=[C:21]1C=CC=C[N:22]1OC(N(C)C)=[N+](C)C.O.OC1C2N=N[NH:42]C=2C=CC=1.C(N(C(C)C)C(C)C)C. (6) Given the product [N:18]1([CH2:22][CH2:23][CH2:24][N:25]2[CH:29]=[CH:28][C:27]([NH:30][C:15]([C:1]3[C:10]4[C:9]5[N:11]=[CH:12][CH:13]=[CH:14][C:8]=5[CH2:7][CH2:6][CH2:5][C:4]=4[NH:3][N:2]=3)=[O:17])=[N:26]2)[CH2:19][CH2:20][CH2:21]1, predict the reactants needed to synthesize it. The reactants are: [C:1]1([C:15]([OH:17])=O)[C:10]2[C:9]3[N:11]=[CH:12][CH:13]=[CH:14][C:8]=3[CH2:7][CH2:6][CH2:5][C:4]=2[NH:3][N:2]=1.[N:18]1([CH2:22][CH2:23][CH2:24][N:25]2[CH:29]=[CH:28][C:27]([NH2:30])=[N:26]2)[CH2:21][CH2:20][CH2:19]1.CCN=C=NCCCN(C)C. (7) Given the product [Cl:1][C:2]1[CH:3]=[CH:4][C:5]([N:16]2[CH:20]=[C:19]([Cl:21])[N:18]=[N:17]2)=[C:6]([C:8]2[C:13]([CH3:23])=[C:12]([O:14][CH3:15])[N:11]=[CH:10][N:9]=2)[CH:7]=1, predict the reactants needed to synthesize it. The reactants are: [Cl:1][C:2]1[CH:3]=[CH:4][C:5]([N:16]2[CH:20]=[C:19]([Cl:21])[N:18]=[N:17]2)=[C:6]([C:8]2[CH:13]=[C:12]([O:14][CH3:15])[N:11]=[CH:10][N:9]=2)[CH:7]=1.Cl[C:23]1C=CC(N2C=C([Si](C)(C)C)N=N2)=C(C2C(C)=C(OC)N=CN=2)C=1.